From a dataset of Catalyst prediction with 721,799 reactions and 888 catalyst types from USPTO. Predict which catalyst facilitates the given reaction. (1) Reactant: C[O:2][C:3](=O)[C:4]1[CH:9]=[CH:8][C:7]([C:10]#[N:11])=[CH:6][CH:5]=1.[NH2:13][NH2:14].O. Product: [C:10]([C:7]1[CH:8]=[CH:9][C:4]([C:3]([NH:13][NH2:14])=[O:2])=[CH:5][CH:6]=1)#[N:11]. The catalyst class is: 5. (2) Reactant: [CH3:1][C:2]1([CH3:22])[CH2:7][CH2:6][CH2:5][C:4]([CH3:9])([CH3:8])[N:3]1[O:10][CH2:11][C:12]1[CH:13]=[N:14][CH:15]=[C:16]([CH:21]=1)[C:17](OC)=[O:18].[BH4-].[Na+].CCOC(C)=O. Product: [CH3:8][C:4]1([CH3:9])[CH2:5][CH2:6][CH2:7][C:2]([CH3:1])([CH3:22])[N:3]1[O:10][CH2:11][C:12]1[CH:21]=[C:16]([CH2:17][OH:18])[CH:15]=[N:14][CH:13]=1. The catalyst class is: 8. (3) Reactant: C([O:3][C:4](=[O:17])/[CH:5]=[CH:6]/[C:7]1[C:15]2[C:10](=[CH:11][CH:12]=[C:13]([CH3:16])[CH:14]=2)[NH:9][CH:8]=1)C.[OH-].[Na+]. Product: [CH3:16][C:13]1[CH:14]=[C:15]2[C:10](=[CH:11][CH:12]=1)[NH:9][CH:8]=[C:7]2/[CH:6]=[CH:5]/[C:4]([OH:17])=[O:3]. The catalyst class is: 87. (4) Reactant: C([O:3][P:4]([CH:9]([C:35]#[N:36])[CH2:10][C:11]([CH3:34])=[CH:12][CH2:13][C:14]1[C:15]([O:27]CC[Si](C)(C)C)=[C:16]2[C:20](=[C:21]([CH3:25])[C:22]=1[O:23][CH3:24])[CH2:19][O:18][C:17]2=[O:26])(=[O:8])[O:5]CC)C.C[Si](Br)(C)C.N1C(C)=CC=CC=1C. Product: [C:35]([CH:9]([P:4](=[O:3])([OH:5])[OH:8])[CH2:10][C:11]([CH3:34])=[CH:12][CH2:13][C:14]1[C:15]([OH:27])=[C:16]2[C:20](=[C:21]([CH3:25])[C:22]=1[O:23][CH3:24])[CH2:19][O:18][C:17]2=[O:26])#[N:36]. The catalyst class is: 10.